Dataset: Full USPTO retrosynthesis dataset with 1.9M reactions from patents (1976-2016). Task: Predict the reactants needed to synthesize the given product. (1) Given the product [CH3:68][CH:67]([S:70]([N:39]1[C:47]2[C:42](=[CH:43][C:44]([NH:48][C:49]([C:51]3[O:55][C:54]([N:56]4[CH2:61][CH2:60][CH2:59][CH:58]([CH3:62])[CH2:57]4)=[N:53][C:52]=3[C:63]([F:66])([F:65])[F:64])=[O:50])=[CH:45][CH:46]=2)[CH:41]=[N:40]1)(=[O:72])=[O:71])[CH3:69], predict the reactants needed to synthesize it. The reactants are: C1(CS(N2C3C(=CC(NC(C4OC(N5CCCC(C)C5)=NC=4C(F)(F)F)=O)=CC=3)C=C2)(=O)=O)C=CC=CC=1.[NH:39]1[C:47]2[C:42](=[CH:43][C:44]([NH:48][C:49]([C:51]3[O:55][C:54]([N:56]4[CH2:61][CH2:60][CH2:59][CH:58]([CH3:62])[CH2:57]4)=[N:53][C:52]=3[C:63]([F:66])([F:65])[F:64])=[O:50])=[CH:45][CH:46]=2)[CH:41]=[N:40]1.[CH:67]([S:70](Cl)(=[O:72])=[O:71])([CH3:69])[CH3:68]. (2) Given the product [C:12]([O:11][C:9]([N:20]1[CH2:21][C@@H:17]([OH:16])[CH2:18][C@H:19]1[C:22]([OH:24])=[O:23])=[O:10])([CH3:13])([CH3:14])[CH3:15], predict the reactants needed to synthesize it. The reactants are: [C:9](O[C:9]([O:11][C:12]([CH3:15])([CH3:14])[CH3:13])=[O:10])([O:11][C:12]([CH3:15])([CH3:14])[CH3:13])=[O:10].[OH:16][C@@H:17]1[CH2:21][NH:20][C@H:19]([C:22]([OH:24])=[O:23])[CH2:18]1.C(N(CC)CC)C.